Dataset: Reaction yield outcomes from USPTO patents with 853,638 reactions. Task: Predict the reaction yield, written as a fraction of the theoretical maximum amount of product (1.0 means a 100% yield; for example, 0.34 means a 34% yield). The reactants are [N:1]#[C:2][NH2:3].[CH3:4][N:5]1[C:9]([C:10]#[N:11])=[CH:8][CH:7]=[C:6]1B(O)O.C(=O)([O-])[O-].[K+].[K+].C(P([C:30]([CH3:33])([CH3:32])C)C(C)(C)C)(C)(C)C.[Br-].[CH2:35]1[CH2:39][O:38][CH2:37][CH2:36]1. No catalyst specified. The product is [C:10]([C:9]1[N:5]([CH3:4])[C:6]([C:32]2[CH:30]=[CH:33][C:35]([NH:1][C:2]#[N:3])=[CH:36][C:37]=2[O:38][CH3:39])=[CH:7][CH:8]=1)#[N:11]. The yield is 0.160.